This data is from Full USPTO retrosynthesis dataset with 1.9M reactions from patents (1976-2016). The task is: Predict the reactants needed to synthesize the given product. Given the product [CH3:1][S:2]([C:5]1[CH:10]=[CH:9][C:8]([O:11][CH2:19][C:20]2[CH:25]=[CH:24][C:23]([CH:26]3[CH2:27][CH2:28][N:29]([C:32]([O:34][C:35]([CH3:38])([CH3:37])[CH3:36])=[O:33])[CH2:30][CH2:31]3)=[CH:22][N:21]=2)=[CH:7][CH:6]=1)(=[O:3])=[O:4], predict the reactants needed to synthesize it. The reactants are: [CH3:1][S:2]([C:5]1[CH:10]=[CH:9][C:8]([OH:11])=[CH:7][CH:6]=1)(=[O:4])=[O:3].[H-].[Na+].CS(O[CH2:19][C:20]1[CH:25]=[CH:24][C:23]([CH:26]2[CH2:31][CH2:30][N:29]([C:32]([O:34][C:35]([CH3:38])([CH3:37])[CH3:36])=[O:33])[CH2:28][CH2:27]2)=[CH:22][N:21]=1)(=O)=O.[Cl-].[NH4+].